The task is: Predict the product of the given reaction.. This data is from Forward reaction prediction with 1.9M reactions from USPTO patents (1976-2016). (1) Given the reactants O.O.[Sn](Cl)(Cl)(Cl)Cl.[CH3:8][C:9]([C:11]1[CH:16]=[CH:15][C:14]([F:17])=[C:13]([N+:18]([O-])=O)[CH:12]=1)=[O:10].[OH-].[Na+], predict the reaction product. The product is: [CH3:8][C:9]([C:11]1[CH:16]=[CH:15][C:14]([F:17])=[C:13]([NH2:18])[CH:12]=1)=[O:10]. (2) Given the reactants C(OC([N:8]1[CH2:13][CH2:12][N:11]([C:14]2[C:18]([Cl:19])=[N:17][S:16][N:15]=2)[CH2:10][CH2:9]1)=O)(C)(C)C, predict the reaction product. The product is: [ClH:19].[Cl:19][C:18]1[C:14]([N:11]2[CH2:10][CH2:9][NH:8][CH2:13][CH2:12]2)=[N:15][S:16][N:17]=1. (3) Given the reactants [F-].C([N+](CCCC)(CCCC)CCCC)CCC.O1CCCC1.C[Si](C)(C)CC[O:28][C:29]([C:31]1([C:38]2[CH:43]=[CH:42][CH:41]=[C:40]([C:44]([CH3:47])([CH3:46])[CH3:45])[CH:39]=2)[CH2:36][CH2:35][CH2:34][C:33](=[CH2:37])[CH2:32]1)=[O:30], predict the reaction product. The product is: [C:44]([C:40]1[CH:39]=[C:38]([C:31]2([C:29]([OH:30])=[O:28])[CH2:36][CH2:35][CH2:34][C:33](=[CH2:37])[CH2:32]2)[CH:43]=[CH:42][CH:41]=1)([CH3:47])([CH3:45])[CH3:46]. (4) Given the reactants C(O)CCCCCCCO.FC1C(CBr)=C(F)C(F)=C(F)C=1F.[F:24][C:25]1[C:30]([CH2:31][O:32][CH2:33][CH2:34][CH2:35][CH2:36][CH2:37][CH2:38][CH2:39][CH2:40][OH:41])=[C:29]([F:42])[C:28]([F:43])=[C:27]([F:44])[C:26]=1[F:45].FC1C(COCCCCCCCC(O)=O)=C(F)C(F)=C(F)C=1F.Cl.Cl.[CH2:71]([O:78][C:79](=[O:87])[CH2:80][C@@H:81]([NH2:86])[CH2:82][N:83]([CH3:85])[CH3:84])[C:72]1[CH:77]=[CH:76][CH:75]=[CH:74][CH:73]=1, predict the reaction product. The product is: [CH2:71]([O:78][C:79](=[O:87])[CH2:80][C@@H:81]([NH:86][C:40](=[O:41])[CH2:39][CH2:38][CH2:37][CH2:36][CH2:35][CH2:34][CH2:33][O:32][CH2:31][C:30]1[C:25]([F:24])=[C:26]([F:45])[C:27]([F:44])=[C:28]([F:43])[C:29]=1[F:42])[CH2:82][N:83]([CH3:84])[CH3:85])[C:72]1[CH:77]=[CH:76][CH:75]=[CH:74][CH:73]=1. (5) Given the reactants NC1CC2C(=CC=CC=2)NC1=O.[C:13]([O:17][C:18](=[O:38])[NH:19][CH:20]1[CH2:29][C:28]2[C:23](=[CH:24][CH:25]=[CH:26][CH:27]=2)[N:22](CC2C=CC=CC=2)[C:21]1=[O:37])([CH3:16])([CH3:15])[CH3:14], predict the reaction product. The product is: [C:13]([O:17][C:18](=[O:38])[NH:19][CH:20]1[CH2:29][C:28]2[C:23](=[CH:24][CH:25]=[CH:26][CH:27]=2)[NH:22][C:21]1=[O:37])([CH3:16])([CH3:14])[CH3:15].